This data is from Full USPTO retrosynthesis dataset with 1.9M reactions from patents (1976-2016). The task is: Predict the reactants needed to synthesize the given product. (1) The reactants are: [CH2:1]([O:8][CH2:9][CH2:10][CH:11]1[CH2:16][C:15]([CH2:17][OH:18])=[CH:14][CH2:13][CH2:12]1)[C:2]1[CH:7]=[CH:6][CH:5]=[CH:4][CH:3]=1.C(N(CC)CC)C.[CH3:26][C:27]([Si:30](Cl)([CH3:32])[CH3:31])([CH3:29])[CH3:28]. Given the product [CH2:1]([O:8][CH2:9][CH2:10][CH:11]1[CH2:16][C:15]([CH2:17][O:18][Si:30]([C:27]([CH3:29])([CH3:28])[CH3:26])([CH3:32])[CH3:31])=[CH:14][CH2:13][CH2:12]1)[C:2]1[CH:7]=[CH:6][CH:5]=[CH:4][CH:3]=1, predict the reactants needed to synthesize it. (2) The reactants are: [CH3:1][C:2]1[CH:7]=[CH:6][C:5]([NH:8][C:9](=[O:20])[C:10]2[CH:15]=[CH:14][CH:13]=[C:12]([C:16]([F:19])([F:18])[F:17])[CH:11]=2)=[CH:4][C:3]=1[C:21]1[CH:26]=[C:25]([N:27]2[CH2:32][CH2:31][O:30][CH2:29][CH2:28]2)[C:24](=[O:33])[N:23]([CH3:34])[CH:22]=1.[Mn]([O-])(=O)(=O)=[O:36].[K+].S(=O)(O)[O-:42].[Na+].[OH2:46]. Given the product [CH3:1][C:2]1[CH:7]=[CH:6][C:5]([NH:8][C:9](=[O:20])[C:10]2[CH:15]=[CH:14][CH:13]=[C:12]([C:16]([F:17])([F:18])[F:19])[CH:11]=2)=[CH:4][C:3]=1[C:21]1[CH:26]=[C:25]([N:27]2[CH2:28][CH2:29][O:30][CH2:31][C:32]2=[O:36])[C:24](=[O:33])[N:23]([CH3:34])[CH:22]=1.[C:12]([OH:42])([C:16]([F:19])([F:18])[F:17])=[O:46], predict the reactants needed to synthesize it. (3) Given the product [CH3:23][C:21]1[NH:22][C:18]([CH2:17][C:14]2[CH:15]=[CH:16][C:11]([O:10][CH2:9][CH2:8][NH2:7])=[CH:12][CH:13]=2)=[N:19][N:20]=1, predict the reactants needed to synthesize it. The reactants are: C(OC(=O)[NH:7][CH2:8][CH2:9][O:10][C:11]1[CH:16]=[CH:15][C:14]([CH2:17][C:18]2[NH:22][C:21]([CH3:23])=[N:20][N:19]=2)=[CH:13][CH:12]=1)(C)(C)C.FC(F)(F)C(O)=O. (4) Given the product [CH3:1][C@:2]1([CH2:56][OH:57])[O:28][C@@H:6]([O:7][C:8]2[CH:13]=[C:12]([CH2:14][OH:15])[CH:11]=[CH:10][C:9]=2[CH2:19][C:20]2[CH:21]=[CH:22][C:23]([CH2:26][CH3:27])=[CH:24][CH:25]=2)[C@H:5]([OH:29])[C@@H:4]([OH:38])[C@@H:3]1[OH:47], predict the reactants needed to synthesize it. The reactants are: [CH3:1][C@:2]1([CH2:56][O:57]C(=O)C2C=CC=CC=2)[O:28][C@@H:6]([O:7][C:8]2[CH:13]=[C:12]([CH2:14][O:15]C(=O)C)[CH:11]=[CH:10][C:9]=2[CH2:19][C:20]2[CH:25]=[CH:24][C:23]([CH2:26][CH3:27])=[CH:22][CH:21]=2)[C@H:5]([O:29]C(=O)C2C=CC=CC=2)[C@@H:4]([O:38]C(=O)C2C=CC=CC=2)[C@@H:3]1[O:47]C(=O)C1C=CC=CC=1.C(=O)([O-])[O-].[K+].[K+].CO.COC[C@H]1O[C@@H](OC2C=C(CO)C=CC=2CC2C=CC(CC)=CC=2)[C@H](O)[C@@H](O)[C@@H]1O. (5) The reactants are: [Cl:1][C:2]1[CH:3]=[CH:4][C:5]([NH:17][CH2:18][CH:19]2[CH2:24][CH2:23][NH:22][CH2:21][CH2:20]2)=[C:6]([CH:16]=1)[C:7]([NH:9][C:10]1[CH:15]=[CH:14][CH:13]=[CH:12][N:11]=1)=[O:8].CO.[C:27](O)(=O)[CH3:28].[C:31]([BH3-])#N.[Na+]. Given the product [Cl:1][C:2]1[CH:3]=[CH:4][C:5]([NH:17][CH2:18][CH:19]2[CH2:20][CH2:21][N:22]([CH:27]([CH3:28])[CH3:31])[CH2:23][CH2:24]2)=[C:6]([CH:16]=1)[C:7]([NH:9][C:10]1[CH:15]=[CH:14][CH:13]=[CH:12][N:11]=1)=[O:8], predict the reactants needed to synthesize it.